From a dataset of Reaction yield outcomes from USPTO patents with 853,638 reactions. Predict the reaction yield, written as a fraction of the theoretical maximum amount of product (1.0 means a 100% yield; for example, 0.34 means a 34% yield). The reactants are Cl[CH2:2][C:3]([C:5]1[CH:6]=[C:7]2[C:12](=[CH:13][CH:14]=1)[NH:11][C:10](=[O:15])[CH2:9][CH2:8]2)=[O:4].[S:16]1[CH:20]=[CH:19][CH:18]=[C:17]1[CH:21]1[CH2:26][CH2:25][NH:24][CH2:23][CH2:22]1.C(N(CC)CC)C.O. The catalyst is CN(C=O)C. The product is [S:16]1[CH:20]=[CH:19][CH:18]=[C:17]1[CH:21]1[CH2:26][CH2:25][N:24]([CH2:2][C:3]([C:5]2[CH:6]=[C:7]3[C:12](=[CH:13][CH:14]=2)[NH:11][C:10](=[O:15])[CH2:9][CH2:8]3)=[O:4])[CH2:23][CH2:22]1. The yield is 0.473.